From a dataset of Retrosynthesis with 50K atom-mapped reactions and 10 reaction types from USPTO. Predict the reactants needed to synthesize the given product. Given the product CC(C)Oc1cccc(-c2cc3ccc(N4CCN(C(=O)OC(C)(C)C)CC4)cc3oc2=O)n1, predict the reactants needed to synthesize it. The reactants are: CC(C)(C)OC(=O)N1CCN(c2ccc3cc(-c4cccc(F)n4)c(=O)oc3c2)CC1.CC(C)O.